Dataset: Forward reaction prediction with 1.9M reactions from USPTO patents (1976-2016). Task: Predict the product of the given reaction. Given the reactants [CH3:1][O:2][CH2:3][CH2:4][NH:5][CH3:6].BrC[CH2:9][OH:10].[CH2:11](N(CC)CC)C, predict the reaction product. The product is: [CH3:1][O:2][CH2:3][CH2:4][N:5]([CH3:11])[CH2:6][CH2:9][OH:10].